This data is from Catalyst prediction with 721,799 reactions and 888 catalyst types from USPTO. The task is: Predict which catalyst facilitates the given reaction. (1) Reactant: [F:1][C:2]1[CH:7]=[CH:6][C:5]([S:8][C:9]2[C:10]([C:23]([O:25]C(C)(C)C)=[O:24])=[N:11][C:12]([S:15][C:16]3[CH:21]=[CH:20][C:19]([F:22])=[CH:18][CH:17]=3)=[CH:13][CH:14]=2)=[CH:4][CH:3]=1. Product: [F:1][C:2]1[CH:7]=[CH:6][C:5]([S:8][C:9]2[C:10]([C:23]([OH:25])=[O:24])=[N:11][C:12]([S:15][C:16]3[CH:21]=[CH:20][C:19]([F:22])=[CH:18][CH:17]=3)=[CH:13][CH:14]=2)=[CH:4][CH:3]=1. The catalyst class is: 157. (2) Reactant: [Br-].[C:2]([CH2:5][CH2:6][CH2:7][P+](C1C=CC=CC=1)(C1C=CC=CC=1)C1C=CC=CC=1)([OH:4])=[O:3].[F:27][C:28]1[C:35]([O:36][CH3:37])=[CH:34][CH:33]=[CH:32][C:29]=1[CH:30]=O. Product: [F:27][C:28]1[C:35]([O:36][CH3:37])=[CH:34][CH:33]=[CH:32][C:29]=1[CH:30]=[CH:7][CH2:6][CH2:5][C:2]([OH:4])=[O:3]. The catalyst class is: 1. (3) Reactant: [Cl:1][C:2]1[C:27]([O:28][CH3:29])=[CH:26][C:25]([O:30][CH3:31])=[C:24]([Cl:32])[C:3]=1[CH2:4][O:5][C:6]1[CH:7]=[N:8][C:9]([NH:12][C:13]2[CH:14]=[N:15][N:16]([CH:18]3[CH2:23][CH2:22][NH:21][CH2:20][CH2:19]3)[CH:17]=2)=[N:10][CH:11]=1.C(N(CC)CC)C.[CH:40]1([C:43](Cl)=[O:44])[CH2:42][CH2:41]1.C(=O)([O-])O.[Na+]. The catalyst class is: 4. Product: [CH:40]1([C:43]([N:21]2[CH2:22][CH2:23][CH:18]([N:16]3[CH:17]=[C:13]([NH:12][C:9]4[N:10]=[CH:11][C:6]([O:5][CH2:4][C:3]5[C:2]([Cl:1])=[C:27]([O:28][CH3:29])[CH:26]=[C:25]([O:30][CH3:31])[C:24]=5[Cl:32])=[CH:7][N:8]=4)[CH:14]=[N:15]3)[CH2:19][CH2:20]2)=[O:44])[CH2:42][CH2:41]1.